This data is from Forward reaction prediction with 1.9M reactions from USPTO patents (1976-2016). The task is: Predict the product of the given reaction. Given the reactants [Cl:1][C:2]1[C:7]([OH:8])=[CH:6][CH:5]=[CH:4][N:3]=1.[CH3:9][O-].[Na+].CI, predict the reaction product. The product is: [Cl:1][C:2]1[C:7]([O:8][CH3:9])=[CH:6][CH:5]=[CH:4][N:3]=1.